Dataset: Forward reaction prediction with 1.9M reactions from USPTO patents (1976-2016). Task: Predict the product of the given reaction. (1) The product is: [CH:1]1([CH:7]([C:18]2[C:22]([CH3:23])=[CH:21][N:20]([C:24]3[CH:29]=[CH:28][CH:27]=[C:26]([C:30]([F:33])([F:31])[F:32])[CH:25]=3)[CH:19]=2)[O:8][C:9]2[CH:17]=[CH:16][C:12]([C:13]([N:35]([CH3:34])[CH2:36][CH2:37][C:38]([OH:40])=[O:39])=[O:14])=[CH:11][CH:10]=2)[CH2:6][CH2:5][CH2:4][CH2:3][CH2:2]1. Given the reactants [CH:1]1([CH:7]([C:18]2[C:22]([CH3:23])=[CH:21][N:20]([C:24]3[CH:29]=[CH:28][CH:27]=[C:26]([C:30]([F:33])([F:32])[F:31])[CH:25]=3)[CH:19]=2)[O:8][C:9]2[CH:17]=[CH:16][C:12]([C:13](O)=[O:14])=[CH:11][CH:10]=2)[CH2:6][CH2:5][CH2:4][CH2:3][CH2:2]1.[CH3:34][NH:35][CH2:36][CH2:37][C:38]([O:40]CC)=[O:39].Cl.C(N=C=NCCCN(C)C)C.O.ON1C2C=CC=CC=2N=N1, predict the reaction product. (2) Given the reactants O=C1C2C(=CC=CC=2)C(=O)[N:3]1[CH2:12][CH:13]([O:26][CH2:27][CH2:28][NH:29][C:30](=[O:36])[O:31][C:32]([CH3:35])([CH3:34])[CH3:33])[CH2:14][N:15]1C(=O)C2C(=CC=CC=2)C1=O.O.NN, predict the reaction product. The product is: [NH2:3][CH2:12][CH:13]([O:26][CH2:27][CH2:28][NH:29][C:30](=[O:36])[O:31][C:32]([CH3:34])([CH3:33])[CH3:35])[CH2:14][NH2:15]. (3) Given the reactants C[O:2][C:3]1[CH:8]=[CH:7][C:6]([C:9]([C:11]2[CH:12]=[N:13][C:14]3[C:19]([C:20]=2[C:21]2[CH:26]=[CH:25][CH:24]=[CH:23][CH:22]=2)=[CH:18][CH:17]=[CH:16][C:15]=3[C:27]([F:30])([F:29])[F:28])=[O:10])=[CH:5][CH:4]=1.Cl.N1C=CC=CC=1.Cl, predict the reaction product. The product is: [OH:2][C:3]1[CH:8]=[CH:7][C:6]([C:9]([C:11]2[CH:12]=[N:13][C:14]3[C:19]([C:20]=2[C:21]2[CH:26]=[CH:25][CH:24]=[CH:23][CH:22]=2)=[CH:18][CH:17]=[CH:16][C:15]=3[C:27]([F:30])([F:28])[F:29])=[O:10])=[CH:5][CH:4]=1. (4) Given the reactants [CH2:1]([O:3][C:4]([C:6]1[C:7]([OH:23])=[C:8]2[CH:16]=[CH:15][N:14]([C:17]3[CH:22]=[CH:21][CH:20]=[CH:19][CH:18]=3)[C:9]2=[C:10]([C:12]#[N:13])[N:11]=1)=[O:5])[CH3:2].[C:24](OC(=O)C)(=[O:26])[CH3:25].C(N(CC)CC)C, predict the reaction product. The product is: [CH2:1]([O:3][C:4]([C:6]1[C:7]([O:23][C:24](=[O:26])[CH3:25])=[C:8]2[CH:16]=[CH:15][N:14]([C:17]3[CH:18]=[CH:19][CH:20]=[CH:21][CH:22]=3)[C:9]2=[C:10]([C:12]#[N:13])[N:11]=1)=[O:5])[CH3:2].